This data is from Peptide-MHC class II binding affinity with 134,281 pairs from IEDB. The task is: Regression. Given a peptide amino acid sequence and an MHC pseudo amino acid sequence, predict their binding affinity value. This is MHC class II binding data. (1) The peptide sequence is EKKYFAATQFRPLAA. The MHC is HLA-DQA10401-DQB10402 with pseudo-sequence HLA-DQA10401-DQB10402. The binding affinity (normalized) is 0.250. (2) The peptide sequence is LNTITNLKVQLIRMA. The MHC is DRB1_1101 with pseudo-sequence DRB1_1101. The binding affinity (normalized) is 0.706. (3) The binding affinity (normalized) is 0.819. The peptide sequence is PVGDIYKRWIILGLNKIV. The MHC is DRB1_1302 with pseudo-sequence DRB1_1302. (4) The peptide sequence is INEPNAAAIAYGLDR. The MHC is HLA-DQA10102-DQB10602 with pseudo-sequence HLA-DQA10102-DQB10602. The binding affinity (normalized) is 0.690. (5) The binding affinity (normalized) is 0.147. The MHC is HLA-DQA10501-DQB10301 with pseudo-sequence HLA-DQA10501-DQB10301. The peptide sequence is DYHWLRTVRTTKESL. (6) The binding affinity (normalized) is 0.381. The MHC is DRB4_0101 with pseudo-sequence DRB4_0103. The peptide sequence is KMIGGIGGFIKVRQYDQIHI.